This data is from hERG Central: cardiac toxicity at 1µM, 10µM, and general inhibition. The task is: Predict hERG channel inhibition at various concentrations. The compound is CCOC(=O)N1CCN(C(=O)/C(=C/c2ccc(OC)cc2)NC(=O)c2ccccc2)CC1. Results: hERG_inhib (hERG inhibition (general)): blocker.